Dataset: Forward reaction prediction with 1.9M reactions from USPTO patents (1976-2016). Task: Predict the product of the given reaction. (1) Given the reactants C[O:2][C:3]([C:5]1[S:6][C:7]([C:26]2[CH2:31][CH2:30][CH2:29][CH2:28][CH:27]=2)=[CH:8][C:9]=1[N:10]([C:17]([C@H:19]1[CH2:24][CH2:23][C@H:22]([CH3:25])[CH2:21][CH2:20]1)=[O:18])[CH:11]1[CH2:16][CH2:15][NH:14][CH2:13][CH2:12]1)=[O:4].Br[CH2:33][C:34]1[CH:35]=[N:36][CH:37]=[CH:38][CH:39]=1, predict the reaction product. The product is: [C:26]1([C:7]2[S:6][C:5]([C:3]([OH:2])=[O:4])=[C:9]([N:10]([C:17]([C@H:19]3[CH2:24][CH2:23][C@H:22]([CH3:25])[CH2:21][CH2:20]3)=[O:18])[CH:11]3[CH2:12][CH2:13][N:14]([CH2:33][C:34]4[CH:35]=[N:36][CH:37]=[CH:38][CH:39]=4)[CH2:15][CH2:16]3)[CH:8]=2)[CH2:31][CH2:30][CH2:29][CH2:28][CH:27]=1. (2) Given the reactants [Cl:1][C:2]1[CH:3]=[C:4]2[C:8](=[CH:9][CH:10]=1)[NH:7][CH:6]([CH3:11])[CH2:5]2.[NH:12]1[CH:16]=[CH:15][N:14]=[C:13]1[CH:17]=O.C([BH3-])#N.[Na+], predict the reaction product. The product is: [Cl:1][C:2]1[CH:3]=[C:4]2[C:8](=[CH:9][CH:10]=1)[N:7]([CH2:17][C:13]1[NH:12][CH:16]=[CH:15][N:14]=1)[CH:6]([CH3:11])[CH2:5]2. (3) Given the reactants CC(C[AlH]CC(C)C)C.[CH2:10]([O:17][C:18]1[CH:19]=[C:20]([C:26]2([C:29]#N)[CH2:28][CH2:27]2)[CH:21]=[CH:22][C:23]=1[O:24][CH3:25])[C:11]1[CH:16]=[CH:15][CH:14]=[CH:13][CH:12]=1.C1C[O:34]CC1, predict the reaction product. The product is: [CH2:10]([O:17][C:18]1[CH:19]=[C:20]([C:26]2([CH:29]=[O:34])[CH2:28][CH2:27]2)[CH:21]=[CH:22][C:23]=1[O:24][CH3:25])[C:11]1[CH:16]=[CH:15][CH:14]=[CH:13][CH:12]=1. (4) Given the reactants CCCC[N+](CCCC)(CCCC)CCCC.[F-].[CH3:19][N:20]1[C:25]2=[CH:26][N:27](COCC[Si](C)(C)C)[C:28]([C:29]3[CH:30]=[C:31]([CH:34]=[CH:35][CH:36]=3)[C:32]#[N:33])=[C:24]2[C:23](=[O:45])[N:22]([CH3:46])[C:21]1=[O:47], predict the reaction product. The product is: [CH3:19][N:20]1[C:25]2=[CH:26][NH:27][C:28]([C:29]3[CH:30]=[C:31]([CH:34]=[CH:35][CH:36]=3)[C:32]#[N:33])=[C:24]2[C:23](=[O:45])[N:22]([CH3:46])[C:21]1=[O:47]. (5) Given the reactants Cl[C:2]1[N:7]=[C:6](Cl)[C:5]([F:9])=[CH:4][N:3]=1.[N+:10]([C:13]1[CH:14]=[C:15]([CH:17]=[CH:18][CH:19]=1)[NH2:16])([O-:12])=[O:11], predict the reaction product. The product is: [N+:10]([C:13]1[CH:14]=[C:15]([NH:16][C:2]2[N:7]=[C:6]([NH:16][C:15]3[CH:17]=[CH:18][CH:19]=[C:13]([N+:10]([O-:12])=[O:11])[CH:14]=3)[C:5]([F:9])=[CH:4][N:3]=2)[CH:17]=[CH:18][CH:19]=1)([O-:12])=[O:11]. (6) Given the reactants [I:1][C:2]1[CH:11]=[C:10]2[C:5]([C:6](=[O:12])[CH:7]=[CH:8][NH:9]2)=[CH:4][C:3]=1[O:13][CH3:14].[Cl:15]N1C(=O)CCC1=O, predict the reaction product. The product is: [Cl:15][C:7]1[C:6](=[O:12])[C:5]2[C:10](=[CH:11][C:2]([I:1])=[C:3]([O:13][CH3:14])[CH:4]=2)[NH:9][CH:8]=1. (7) Given the reactants [OH:1][CH2:2][CH2:3][N:4]([CH2:17][C:18]([F:21])([F:20])[F:19])[C:5]1[CH:12]=[CH:11][C:8]([C:9]#[N:10])=[C:7]([C:13]([F:16])([F:15])[F:14])[CH:6]=1.O[C:23]1[CH:28]=[CH:27][C:26]([N:29]2[CH2:33][CH2:32][CH2:31][C:30]2=[O:34])=[CH:25][CH:24]=1, predict the reaction product. The product is: [O:34]=[C:30]1[CH2:31][CH2:32][CH2:33][N:29]1[C:26]1[CH:27]=[CH:28][C:23]([O:1][CH2:2][CH2:3][N:4]([CH2:17][C:18]([F:19])([F:20])[F:21])[C:5]2[CH:12]=[CH:11][C:8]([C:9]#[N:10])=[C:7]([C:13]([F:15])([F:16])[F:14])[CH:6]=2)=[CH:24][CH:25]=1. (8) Given the reactants [CH3:1][CH:2]([CH3:18])[CH2:3][CH2:4][CH2:5][NH:6][C:7]([CH2:9][NH:10]C(=O)OC(C)(C)C)=S.[C:19]([NH:22][NH2:23])(=O)[CH3:20], predict the reaction product. The product is: [CH3:20][C:19]1[N:6]([CH2:5][CH2:4][CH2:3][CH:2]([CH3:1])[CH3:18])[C:7]([CH2:9][NH2:10])=[N:23][N:22]=1. (9) Given the reactants [C:1]([O:5][C:6]([NH:8][C@@H:9]([CH2:13][CH2:14][CH2:15][CH2:16][CH2:17][C:18](=[O:21])[CH2:19][CH3:20])[C:10](O)=[O:11])=[O:7])([CH3:4])([CH3:3])[CH3:2].CC(OC(OC(OC(C)(C)C)=O)=O)(C)C.C(=O)(O)[O-].[NH4+:41], predict the reaction product. The product is: [NH2:41][C:10]([C@@H:9]([NH:8][C:6](=[O:7])[O:5][C:1]([CH3:4])([CH3:3])[CH3:2])[CH2:13][CH2:14][CH2:15][CH2:16][CH2:17][C:18](=[O:21])[CH2:19][CH3:20])=[O:11].